Dataset: Reaction yield outcomes from USPTO patents with 853,638 reactions. Task: Predict the reaction yield, written as a fraction of the theoretical maximum amount of product (1.0 means a 100% yield; for example, 0.34 means a 34% yield). (1) The reactants are Cl[S:2]([C:5]1[CH:13]=[CH:12][C:8]([C:9]([OH:11])=[O:10])=[CH:7][C:6]=1[CH3:14])(=[O:4])=[O:3].[NH2:15][C:16]1[CH:25]=[CH:24][C:19]([C:20]([O:22][CH3:23])=[O:21])=[C:18]([F:26])[CH:17]=1.N1C=CC=CC=1. The catalyst is C(Cl)Cl. The product is [F:26][C:18]1[CH:17]=[C:16]([NH:15][S:2]([C:5]2[CH:13]=[CH:12][C:8]([C:9]([OH:11])=[O:10])=[CH:7][C:6]=2[CH3:14])(=[O:4])=[O:3])[CH:25]=[CH:24][C:19]=1[C:20]([O:22][CH3:23])=[O:21]. The yield is 0.140. (2) The reactants are FC(F)(C(F)(F)F)C(F)(F)C(F)(F)S(O[C:9]1[C:13]2[CH:14]=[N:15][CH:16]=[CH:17][C:12]=2[O:11][C:10]=1[C:18]([O:20][CH2:21][CH3:22])=[O:19])(=O)=O.[Br:32][C:33]1[CH:39]=[C:38]([F:40])[C:36]([NH2:37])=[C:35]([F:41])[CH:34]=1.CC1(C)C2C(=C(P(C3C=CC=CC=3)C3C=CC=CC=3)C=CC=2)OC2C(P(C3C=CC=CC=3)C3C=CC=CC=3)=CC=CC1=2.C1CCN2C(=NCCC2)CC1. The catalyst is C1(C)C=CC=CC=1.C1C=CC(/C=C/C(/C=C/C2C=CC=CC=2)=O)=CC=1.C1C=CC(/C=C/C(/C=C/C2C=CC=CC=2)=O)=CC=1.C1C=CC(/C=C/C(/C=C/C2C=CC=CC=2)=O)=CC=1.[Pd].[Pd]. The product is [Br:32][C:33]1[CH:39]=[C:38]([F:40])[C:36]([NH:37][C:9]2[C:13]3[CH:14]=[N:15][CH:16]=[CH:17][C:12]=3[O:11][C:10]=2[C:18]([O:20][CH2:21][CH3:22])=[O:19])=[C:35]([F:41])[CH:34]=1. The yield is 0.220. (3) The reactants are [OH:1][C@@:2]1([C:9]#[C:10][C:11]2[CH:12]=[C:13]([N:17]3[C:21]4=[N:22][C:23]([N:26]5[CH2:31][CH2:30][O:29][CH2:28][CH2:27]5)=[CH:24][CH:25]=[C:20]4[C:19]([C:32]([O:34]C)=O)=[N:18]3)[CH:14]=[CH:15][CH:16]=2)[CH2:6][CH2:5][N:4]([CH3:7])[C:3]1=[O:8].[NH3:36]. No catalyst specified. The product is [OH:1][C@@:2]1([C:9]#[C:10][C:11]2[CH:12]=[C:13]([N:17]3[C:21]4=[N:22][C:23]([N:26]5[CH2:31][CH2:30][O:29][CH2:28][CH2:27]5)=[CH:24][CH:25]=[C:20]4[C:19]([C:32]([NH2:36])=[O:34])=[N:18]3)[CH:14]=[CH:15][CH:16]=2)[CH2:6][CH2:5][N:4]([CH3:7])[C:3]1=[O:8]. The yield is 0.410. (4) The reactants are [CH3:1][C:2]1[N:3]=[N:4][N:5]([CH2:11][C:12]([O:14][CH2:15][CH3:16])=[O:13])[C:6]=1[Si](C)(C)C.F. The catalyst is C1COCC1.O. The product is [CH3:1][C:2]1[N:3]=[N:4][N:5]([CH2:11][C:12]([O:14][CH2:15][CH3:16])=[O:13])[CH:6]=1. The yield is 0.930. (5) The reactants are [NH2:1][CH2:2][CH2:3][CH2:4][CH2:5][OH:6].[OH-].[Na+].Cl[C:10]([O:12][CH2:13][C:14]1[CH:19]=[CH:18][CH:17]=[CH:16][CH:15]=1)=[O:11].Cl. The catalyst is O. The product is [CH2:13]([O:12][C:10]([NH:1][CH2:2][CH2:3][CH2:4][CH2:5][OH:6])=[O:11])[C:14]1[CH:19]=[CH:18][CH:17]=[CH:16][CH:15]=1. The yield is 0.650. (6) The reactants are C(OC([CH:8]1[CH:12]2[CH2:13][N:14]([CH2:16][C:17]3[CH:22]=[CH:21][C:20]([O:23][C:24]4[S:25][C:26]5[CH:32]=[CH:31][CH:30]=[CH:29][C:27]=5[N:28]=4)=[CH:19][CH:18]=3)[CH2:15][CH:11]2[CH2:10][N:9]1[S:33]([NH2:36])(=[O:35])=[O:34])=O)(C)(C)C.FC(F)(F)C(O)=O. The catalyst is C(Cl)Cl.CO.CS(C)=O. The product is [S:25]1[C:26]2[CH:32]=[CH:31][CH:30]=[CH:29][C:27]=2[N:28]=[C:24]1[O:23][C:20]1[CH:19]=[CH:18][C:17]([CH2:16][N:14]2[CH2:15][CH:11]3[CH2:10][N:9]([S:33]([NH2:36])(=[O:34])=[O:35])[CH2:8][CH:12]3[CH2:13]2)=[CH:22][CH:21]=1. The yield is 0.700.